This data is from Full USPTO retrosynthesis dataset with 1.9M reactions from patents (1976-2016). The task is: Predict the reactants needed to synthesize the given product. (1) Given the product [CH3:1][N:2]([CH2:3][C:4]1[NH:71][C:67]2[CH:68]=[CH:69][CH:70]=[C:65]([N:62]3[CH2:61][CH2:60][N:59]([CH3:58])[CH2:64][CH2:63]3)[C:66]=2[N:72]=1)[C@H:9]1[C:18]2[N:17]=[CH:16][CH:15]=[CH:14][C:13]=2[CH2:12][CH2:11][CH2:10]1, predict the reactants needed to synthesize it. The reactants are: [CH3:1][N:2]([C@H:9]1[C:18]2[N:17]=[CH:16][CH:15]=[CH:14][C:13]=2[CH2:12][CH2:11][CH2:10]1)[CH2:3][C:4](OCC)=O.[OH-].[Li+].CN(CC1NC2C=CC(C(N3CCC(CCN4CCCC4)CC3)=O)=CC=2N=1)C1C2N=CC=CC=2CCC1.[CH3:58][N:59]1[CH2:64][CH2:63][N:62]([C:65]2[CH:70]=[CH:69][CH:68]=[C:67]([NH2:71])[C:66]=2[NH2:72])[CH2:61][CH2:60]1.O=C1N(P(Cl)(N2CCOC2=O)=O)CCO1.C(N(CC)C(C)C)(C)C. (2) The reactants are: [C:1]1([CH3:14])[CH:6]=[CH:5][CH:4]=[CH:3][C:2]=1[NH:7][C:8](=[O:13])[CH:9]=[C:10]([CH3:12])[CH3:11].[Cl-].[Al+3].[Cl-].[Cl-].Cl.O. Given the product [CH3:12][C:10]1([CH3:11])[C:3]2[C:2](=[C:1]([CH3:14])[CH:6]=[CH:5][CH:4]=2)[NH:7][C:8](=[O:13])[CH2:9]1, predict the reactants needed to synthesize it. (3) Given the product [CH3:18][C:19]([NH:27][C:15]([C:7]1[CH:6]=[N:5][C:4]([CH:1]2[CH2:2][CH2:3]2)=[C:9]([O:10][CH2:11][CH:12]2[CH2:13][CH2:14]2)[N:8]=1)=[O:17])([C:21]1[S:22][C:23]([CH3:26])=[CH:24][N:25]=1)[CH3:20], predict the reactants needed to synthesize it. The reactants are: [CH:1]1([C:4]2[N:5]=[CH:6][C:7]([C:15]([OH:17])=O)=[N:8][C:9]=2[O:10][CH2:11][CH:12]2[CH2:14][CH2:13]2)[CH2:3][CH2:2]1.[CH3:18][C:19]([NH2:27])([C:21]1[S:22][C:23]([CH3:26])=[CH:24][N:25]=1)[CH3:20]. (4) Given the product [CH:2]([C:3]1[CH:4]=[C:5]2[C:9](=[CH:10][CH:11]=1)[N:8]([C:12]([O:14][C:15]([CH3:18])([CH3:17])[CH3:16])=[O:13])[CH2:7][CH2:6]2)=[O:1], predict the reactants needed to synthesize it. The reactants are: [OH:1][CH2:2][C:3]1[CH:4]=[C:5]2[C:9](=[CH:10][CH:11]=1)[N:8]([C:12]([O:14][C:15]([CH3:18])([CH3:17])[CH3:16])=[O:13])[CH2:7][CH2:6]2. (5) Given the product [CH3:33][N:25]1[C:26]2[C:31](=[C:30]([CH3:32])[CH:29]=[CH:28][CH:27]=2)[C:23]([CH2:22][N:13]2[C:14]3[C:19](=[CH:18][CH:17]=[CH:16][CH:15]=3)[C:20](=[O:21])[N:11]([C@@H:4]([C:5]3[CH:6]=[CH:7][CH:8]=[CH:9][CH:10]=3)[C:3]([OH:35])=[O:2])[C:12]2=[O:34])=[CH:24]1, predict the reactants needed to synthesize it. The reactants are: C[O:2][C:3](=[O:35])[C@@H:4]([N:11]1[C:20](=[O:21])[C:19]2[C:14](=[CH:15][CH:16]=[CH:17][CH:18]=2)[N:13]([CH2:22][C:23]2[C:31]3[C:26](=[CH:27][CH:28]=[CH:29][C:30]=3[CH3:32])[N:25]([CH3:33])[CH:24]=2)[C:12]1=[O:34])[C:5]1[CH:10]=[CH:9][CH:8]=[CH:7][CH:6]=1. (6) Given the product [C:6]([C:5]1[CH:8]=[C:9]([N+:10]([O-:12])=[O:11])[C:2]([N:1]([C:14]([O:16][C:17]([CH3:20])([CH3:19])[CH3:18])=[O:15])[C:14]([O:16][C:17]([CH3:20])([CH3:19])[CH3:18])=[O:15])=[C:3]([CH3:13])[CH:4]=1)#[N:7], predict the reactants needed to synthesize it. The reactants are: [NH2:1][C:2]1[C:9]([N+:10]([O-:12])=[O:11])=[CH:8][C:5]([C:6]#[N:7])=[CH:4][C:3]=1[CH3:13].[C:14](O[C:14]([O:16][C:17]([CH3:20])([CH3:19])[CH3:18])=[O:15])([O:16][C:17]([CH3:20])([CH3:19])[CH3:18])=[O:15]. (7) Given the product [CH2:8]([N:5]1[CH2:4][CH2:3][C:2]([NH:1][C:23](=[O:24])[C:22]2[CH:26]=[CH:27][C:19]([Br:18])=[CH:20][CH:21]=2)([C:15]([NH2:17])=[O:16])[CH2:7][CH2:6]1)[C:9]1[CH:10]=[CH:11][CH:12]=[CH:13][CH:14]=1, predict the reactants needed to synthesize it. The reactants are: [NH2:1][C:2]1([C:15]([NH2:17])=[O:16])[CH2:7][CH2:6][N:5]([CH2:8][C:9]2[CH:14]=[CH:13][CH:12]=[CH:11][CH:10]=2)[CH2:4][CH2:3]1.[Br:18][C:19]1[CH:27]=[CH:26][C:22]([C:23](O)=[O:24])=[CH:21][CH:20]=1.CCN=C=NCCCN(C)C.C1C=CC2N(O)N=NC=2C=1.CCN(C(C)C)C(C)C. (8) Given the product [ClH:20].[ClH:20].[OH:38][CH:35]1[CH2:34][CH2:33][N:32]([CH2:31][CH2:30][N:27]2[CH2:26][CH2:25][CH:24]([NH:23][C:16]([C:10]3[NH:11][C:12]4[C:8]([CH:9]=3)=[C:7]([O:6][CH2:5][CH2:4][CH2:3][CH:2]([CH3:1])[CH3:19])[CH:15]=[CH:14][CH:13]=4)=[O:18])[CH2:29][CH2:28]2)[CH2:37][CH2:36]1, predict the reactants needed to synthesize it. The reactants are: [CH3:1][CH:2]([CH3:19])[CH2:3][CH2:4][CH2:5][O:6][C:7]1[CH:15]=[CH:14][CH:13]=[C:12]2[C:8]=1[CH:9]=[C:10]([C:16]([OH:18])=O)[NH:11]2.[ClH:20].Cl.Cl.[NH2:23][CH:24]1[CH2:29][CH2:28][N:27]([CH2:30][CH2:31][N:32]2[CH2:37][CH2:36][CH:35]([OH:38])[CH2:34][CH2:33]2)[CH2:26][CH2:25]1. (9) Given the product [Br:10][C:11]1[CH:12]=[C:13]([Cl:18])[CH:14]=[CH:15][C:16]=1[O:20][CH2:2][C:3]([O:5][C:6]([CH3:9])([CH3:8])[CH3:7])=[O:4], predict the reactants needed to synthesize it. The reactants are: Br[CH2:2][C:3]([O:5][C:6]([CH3:9])([CH3:8])[CH3:7])=[O:4].[Br:10][C:11]1[CH:16]=[CH:15][C:14](O)=[C:13]([Cl:18])[CH:12]=1.C(=O)([O-])[O-:20].[K+].[K+].